Task: Predict the reactants needed to synthesize the given product.. Dataset: Full USPTO retrosynthesis dataset with 1.9M reactions from patents (1976-2016) Given the product [CH3:3][C:4]([CH3:41])([CH3:40])[C@@H:5]([C:36]([OH:38])=[O:37])[NH:6][C:7]([C:9]1[CH:14]=[CH:13][C:12]([C:15]2[CH:16]=[CH:17][C:18]([O:21][CH3:22])=[CH:19][CH:20]=2)=[CH:11][C:10]=1[NH:23][C:24]([NH:26][C:27]1[C:32]([Cl:33])=[CH:31][C:30]([Cl:34])=[CH:29][C:28]=1[Cl:35])=[O:25])=[O:8], predict the reactants needed to synthesize it. The reactants are: [OH-].[Li+].[CH3:3][C:4]([CH3:41])([CH3:40])[C@@H:5]([C:36]([O:38]C)=[O:37])[NH:6][C:7]([C:9]1[CH:14]=[CH:13][C:12]([C:15]2[CH:20]=[CH:19][C:18]([O:21][CH3:22])=[CH:17][CH:16]=2)=[CH:11][C:10]=1[NH:23][C:24]([NH:26][C:27]1[C:32]([Cl:33])=[CH:31][C:30]([Cl:34])=[CH:29][C:28]=1[Cl:35])=[O:25])=[O:8].CO.O.